From a dataset of Full USPTO retrosynthesis dataset with 1.9M reactions from patents (1976-2016). Predict the reactants needed to synthesize the given product. (1) Given the product [C:1]([O:4][CH2:5][C:6]1[CH:11]=[CH:10][N:9]=[C:8]([C:20]([O:22][CH2:23][CH3:24])=[CH2:21])[N:7]=1)(=[O:3])[CH3:2], predict the reactants needed to synthesize it. The reactants are: [C:1]([O:4][CH2:5][C:6]1[CH:11]=[CH:10][N:9]=[C:8](Cl)[N:7]=1)(=[O:3])[CH3:2].[Cl-].[Li+].C([Sn](CCCC)(CCCC)[C:20]([O:22][CH2:23][CH3:24])=[CH2:21])CCC.[F-].[K+]. (2) Given the product [F:22][C:19]1[CH:20]=[CH:21][C:16]([C@:13]2([CH2:23][C:24]([CH3:28])([CH3:27])[C:25]#[N:26])[O:12][C:11](=[O:29])[N:10]([C@H:8]([C:5]3[CH:6]=[CH:7][C:2]([C:35]4[CH:34]=[CH:33][N:32]=[C:31]([CH3:30])[CH:36]=4)=[CH:3][CH:4]=3)[CH3:9])[CH2:15][CH2:14]2)=[CH:17][CH:18]=1, predict the reactants needed to synthesize it. The reactants are: Br[C:2]1[CH:7]=[CH:6][C:5]([C@@H:8]([N:10]2[CH2:15][CH2:14][C@:13]([CH2:23][C:24]([CH3:28])([CH3:27])[C:25]#[N:26])([C:16]3[CH:21]=[CH:20][C:19]([F:22])=[CH:18][CH:17]=3)[O:12][C:11]2=[O:29])[CH3:9])=[CH:4][CH:3]=1.[CH3:30][C:31]1[CH:36]=[C:35](B(O)O)[CH:34]=[CH:33][N:32]=1.